This data is from Forward reaction prediction with 1.9M reactions from USPTO patents (1976-2016). The task is: Predict the product of the given reaction. Given the reactants [C:1]([C:3]1[CH:8]=[C:7]([O:9][CH3:10])[C:6]([O:11][CH2:12][CH2:13][O:14][CH3:15])=[CH:5][C:4]=1[N:16]=[CH:17][N:18](C)C)#[N:2].C([O-])(=O)C.[Na+].Cl.[Cl:27][C:28]1[C:29]([O:38][CH3:39])=[C:30]([CH:32]=[C:33]([O:36][CH3:37])[C:34]=1[Cl:35])N, predict the reaction product. The product is: [Cl:27][C:28]1[C:29]([O:38][CH3:39])=[C:30]([NH:2][C:1]2[C:3]3[C:4](=[CH:5][C:6]([O:11][CH2:12][CH2:13][O:14][CH3:15])=[C:7]([O:9][CH3:10])[CH:8]=3)[N:16]=[CH:17][N:18]=2)[CH:32]=[C:33]([O:36][CH3:37])[C:34]=1[Cl:35].